Task: Predict which catalyst facilitates the given reaction.. Dataset: Catalyst prediction with 721,799 reactions and 888 catalyst types from USPTO Reactant: [C:1]([C:3]1[CH:23]=[C:22]([C:24]2[N:29]=[C:28]([NH:30][C:31]3[CH:36]=[CH:35][C:34]([N:37]4[CH2:42][CH2:41][N:40]([CH:43]5[CH2:46][O:45][CH2:44]5)[CH2:39][CH2:38]4)=[CH:33][CH:32]=3)[N:27]=[CH:26][N:25]=2)[CH:21]=[CH:20][C:4]=1[O:5][C@H:6]1[CH2:11][CH2:10][N:9](C(OC(C)(C)C)=O)[CH2:8][C@H:7]1[F:19])#[N:2].C(O)(C(F)(F)F)=O. Product: [F:19][C@H:7]1[C@@H:6]([O:5][C:4]2[CH:20]=[CH:21][C:22]([C:24]3[N:29]=[C:28]([NH:30][C:31]4[CH:36]=[CH:35][C:34]([N:37]5[CH2:38][CH2:39][N:40]([CH:43]6[CH2:46][O:45][CH2:44]6)[CH2:41][CH2:42]5)=[CH:33][CH:32]=4)[N:27]=[CH:26][N:25]=3)=[CH:23][C:3]=2[C:1]#[N:2])[CH2:11][CH2:10][NH:9][CH2:8]1. The catalyst class is: 2.